From a dataset of Forward reaction prediction with 1.9M reactions from USPTO patents (1976-2016). Predict the product of the given reaction. (1) The product is: [C:17]1([S:16][C:7]2[C:6]([CH:5]=[CH:4][C:3]([OH:23])=[O:2])=[CH:11][CH:10]=[C:9]([C:12]([F:14])([F:15])[F:13])[N:8]=2)[CH:18]=[CH:19][CH:20]=[CH:21][CH:22]=1. Given the reactants C[O:2][C:3](=[O:23])[CH:4]=[CH:5][C:6]1[C:7]([S:16][C:17]2[CH:22]=[CH:21][CH:20]=[CH:19][CH:18]=2)=[N:8][C:9]([C:12]([F:15])([F:14])[F:13])=[CH:10][CH:11]=1.[Li+].[OH-], predict the reaction product. (2) Given the reactants Cl.[S:2]1[CH:6]=[CH:5][CH:4]=[C:3]1[C:7]([NH:9][C:10]1[CH:15]=[CH:14][C:13]([NH:16][C:17](=[O:27])[CH2:18][CH2:19][CH2:20][CH2:21]C2CCSS2)=[CH:12][CH:11]=1)=[NH:8].C1[C@@H](CC(O)=O)[S:31][S:30]C1.S1CCC(CC(O)=O)S1.C1[C@@H](CCCCC(O)=O)SSC1, predict the reaction product. The product is: [NH2:8][C:7](=[N:9][C:10]1[CH:11]=[CH:12][C:13]([NH:16][C:17](=[O:27])[CH2:18][CH:19]2[CH2:20][CH2:21][S:31][S:30]2)=[CH:14][CH:15]=1)[C:3]1[S:2][CH:6]=[CH:5][CH:4]=1. (3) Given the reactants [OH:1][C@H:2]1[CH2:19][CH2:18][C@@:17]2([CH3:20])[C@@H:4]([CH2:5][CH2:6][C@:7]3([CH3:38])[C@@H:16]2[CH2:15][CH2:14][C@H:13]2[C@@:8]3([CH3:37])[CH2:9][CH2:10][C@@:11]3([C:27]([O:29][CH2:30][C:31]4[CH:36]=[CH:35][CH:34]=[CH:33][CH:32]=4)=[O:28])[CH2:23][CH2:22][C@@H:21]([CH:24]([CH3:26])[CH3:25])[C@@H:12]32)[C:3]1([CH3:40])[CH3:39].C1C=C[NH+]=CC=1.[O-][Cr](Cl)(=O)=O, predict the reaction product. The product is: [CH:24]([C@H:21]1[C@@H:12]2[C@@H:13]3[C@@:8]([CH3:37])([CH2:9][CH2:10][C@@:11]2([C:27]([O:29][CH2:30][C:31]2[CH:32]=[CH:33][CH:34]=[CH:35][CH:36]=2)=[O:28])[CH2:23][CH2:22]1)[C@@:7]1([CH3:38])[C@@H:16]([C@:17]2([CH3:20])[C@@H:4]([CH2:5][CH2:6]1)[C:3]([CH3:39])([CH3:40])[C:2](=[O:1])[CH2:19][CH2:18]2)[CH2:15][CH2:14]3)([CH3:26])[CH3:25]. (4) Given the reactants Br[C:2]1[CH:7]=[CH:6][CH:5]=[C:4]([Br:8])[CH:3]=1.C([Li])CCC.[CH2:14]([C:16]1[S:20][C:19]([CH:21]=[O:22])=[CH:18][CH:17]=1)[CH3:15].[Cl-].[NH4+], predict the reaction product. The product is: [Br:8][C:4]1[CH:3]=[C:2]([CH:21]([C:19]2[S:20][C:16]([CH2:14][CH3:15])=[CH:17][CH:18]=2)[OH:22])[CH:7]=[CH:6][CH:5]=1. (5) Given the reactants C12CC3CC(CC(C3)C1)C2.C(N(CC)CC)C.F[P-](F)(F)(F)(F)F.N1(O[P+](N(C)C)(N(C)C)N(C)C)[C:29]2[CH:30]=[CH:31][CH:32]=[CH:33][C:28]=2N=N1.[CH3:45][O:46][C:47]1[C:52]([O:53][CH3:54])=[CH:51][C:50]([CH2:55][C:56]([OH:58])=[O:57])=[C:49]([CH2:59][N:60](C2C=CC=CC=2)[C:61]([CH3:63])=[O:62])[CH:48]=1, predict the reaction product. The product is: [CH3:45][O:46][C:47]1[C:52]([O:53][CH3:54])=[CH:51][C:50]([CH2:55][C:56]([OH:58])=[O:57])=[C:49]([CH2:59][NH:60][C:61](=[O:62])[CH2:63][C:28]2[CH:29]=[CH:30][CH:31]=[CH:32][CH:33]=2)[CH:48]=1. (6) Given the reactants CC1C=CC(S(O[CH2:12][CH:13]2[CH2:17][C:16]3[CH:18]=[CH:19][C:20]([F:29])=[C:21]([C:22]4[CH:27]=[CH:26][CH:25]=[CH:24][C:23]=4[CH3:28])[C:15]=3[O:14]2)(=O)=O)=CC=1.[CH3:30][NH2:31], predict the reaction product. The product is: [F:29][C:20]1[CH:19]=[CH:18][C:16]2[CH2:17][CH:13]([CH2:12][NH:31][CH3:30])[O:14][C:15]=2[C:21]=1[C:22]1[CH:27]=[CH:26][CH:25]=[CH:24][C:23]=1[CH3:28]. (7) Given the reactants [C:1]([NH:8][C@H:9]([C:13](O)=O)[C@@H:10]([CH3:12])[OH:11])([O:3][C:4]([CH3:7])([CH3:6])[CH3:5])=[O:2].[C:16]([C:20]1[CH:25]=[CH:24][C:23]([NH2:26])=[C:22]([NH2:27])[CH:21]=1)([CH3:19])([CH3:18])[CH3:17], predict the reaction product. The product is: [C:16]([C:20]1[CH:25]=[CH:24][C:23]2[NH:26][C:13]([C@@H:9]([NH:8][C:1](=[O:2])[O:3][C:4]([CH3:5])([CH3:6])[CH3:7])[C@H:10]([OH:11])[CH3:12])=[N:27][C:22]=2[CH:21]=1)([CH3:19])([CH3:17])[CH3:18].